From a dataset of Forward reaction prediction with 1.9M reactions from USPTO patents (1976-2016). Predict the product of the given reaction. (1) Given the reactants [Cl:1][C:2]1[N:7]=[CH:6][C:5]([C:8]([OH:10])=[O:9])=[C:4]([CH:11]([CH3:13])[CH3:12])[CH:3]=1.[CH:14](O)([CH3:16])[CH3:15].N12CCCN=C1CCCCC2, predict the reaction product. The product is: [Cl:1][C:2]1[N:7]=[CH:6][C:5]([C:8]([O:10][CH:14]([CH3:16])[CH3:15])=[O:9])=[C:4]([CH:11]([CH3:13])[CH3:12])[CH:3]=1. (2) Given the reactants [Cl:1][C:2]1[CH:7]=[CH:6][N:5]=[C:4]([OH:8])[C:3]=1[N+:9]([O-:11])=[O:10].[CH2:12](Br)[C:13]1[CH:18]=[CH:17][CH:16]=[CH:15][CH:14]=1, predict the reaction product. The product is: [CH2:12]([O:8][C:4]1[C:3]([N+:9]([O-:11])=[O:10])=[C:2]([Cl:1])[CH:7]=[CH:6][N:5]=1)[C:13]1[CH:18]=[CH:17][CH:16]=[CH:15][CH:14]=1. (3) Given the reactants [O:1]([C:8]1[CH:13]=[CH:12][C:11]([C:14]2[C:18]([C:19]([NH2:21])=[O:20])=[CH:17][N:16]([CH:22]3[CH2:26][CH2:25][NH:24][CH2:23]3)[N:15]=2)=[CH:10][CH:9]=1)[C:2]1[CH:7]=[CH:6][CH:5]=[CH:4][CH:3]=1.[C:27](Cl)(=[O:30])[CH:28]=[CH2:29], predict the reaction product. The product is: [C:27]([N:24]1[CH2:25][CH2:26][CH:22]([N:16]2[CH:17]=[C:18]([C:19]([NH2:21])=[O:20])[C:14]([C:11]3[CH:12]=[CH:13][C:8]([O:1][C:2]4[CH:7]=[CH:6][CH:5]=[CH:4][CH:3]=4)=[CH:9][CH:10]=3)=[N:15]2)[CH2:23]1)(=[O:30])[CH:28]=[CH2:29]. (4) Given the reactants [F:1][C:2]([F:26])([F:25])[C:3]1[CH:24]=[CH:23][CH:22]=[CH:21][C:4]=1[O:5][CH:6]1[CH2:11][CH2:10][N:9]([C:12]2[N:17]=[N:16][C:15]([C:18](O)=O)=[CH:14][CH:13]=2)[CH2:8][CH2:7]1.C(Cl)(=O)C(Cl)=O.[NH2:33][C:34]1[CH:39]=[CH:38][CH:37]=[CH:36][C:35]=1[SH:40], predict the reaction product. The product is: [F:1][C:2]([F:26])([F:25])[C:3]1[CH:24]=[CH:23][CH:22]=[CH:21][C:4]=1[O:5][CH:6]1[CH2:11][CH2:10][N:9]([C:12]2[N:17]=[N:16][C:15]([C:18]3[S:40][C:35]4[CH:36]=[CH:37][CH:38]=[CH:39][C:34]=4[N:33]=3)=[CH:14][CH:13]=2)[CH2:8][CH2:7]1.